From a dataset of Forward reaction prediction with 1.9M reactions from USPTO patents (1976-2016). Predict the product of the given reaction. (1) The product is: [CH3:43][N:44]([CH2:55][CH2:56][CH2:57][CH2:58][CH:59]=[CH:9][CH2:10][CH2:11][CH2:12][CH2:13][CH2:14][CH2:15][CH2:16][CH2:17][CH2:18][C:19]1[CH:20]=[CH:21][CH:22]=[CH:23][CH:24]=1)[C:45](=[O:54])[O:46][CH2:47][C:48]1[CH:53]=[CH:52][CH:51]=[CH:50][CH:49]=1. Given the reactants [Br-].C1([P+](C2C=CC=CC=2)(C2C=CC=CC=2)[CH2:9][CH2:10][CH2:11][CH2:12][CH2:13][CH2:14][CH2:15][CH2:16][CH2:17][CH2:18][C:19]2[CH:24]=[CH:23][CH:22]=[CH:21][CH:20]=2)C=CC=CC=1.CC(C)([O-])C.[K+].[CH3:43][N:44]([CH2:55][CH2:56][CH2:57][CH2:58][CH:59]=O)[C:45](=[O:54])[O:46][CH2:47][C:48]1[CH:53]=[CH:52][CH:51]=[CH:50][CH:49]=1.C(OC)(C)(C)C, predict the reaction product. (2) The product is: [C:12]([C:9]1[CH:10]=[C:11]2[C:6](=[CH:7][C:8]=1[O:14][CH2:15][CH2:16][CH2:17][N:18]1[CH2:23][CH2:22][N:21]([CH3:24])[CH2:20][CH2:19]1)[N:5]=[CH:4][CH:3]=[C:2]2[O:35][C:34]1[C:26]([F:25])=[C:27]2[C:31](=[CH:32][CH:33]=1)[NH:30][C:29]([CH3:36])=[CH:28]2)#[N:13]. Given the reactants Cl[C:2]1[C:11]2[C:6](=[CH:7][C:8]([O:14][CH2:15][CH2:16][CH2:17][N:18]3[CH2:23][CH2:22][N:21]([CH3:24])[CH2:20][CH2:19]3)=[C:9]([C:12]#[N:13])[CH:10]=2)[N:5]=[CH:4][CH:3]=1.[F:25][C:26]1[C:34]([OH:35])=[CH:33][CH:32]=[C:31]2[C:27]=1[CH:28]=[C:29]([CH3:36])[NH:30]2, predict the reaction product. (3) The product is: [Cl:1][C:2]1[CH:3]=[CH:4][C:5]([O:11][CH3:12])=[C:6]([CH:10]=1)[C:7]([NH:27][CH2:26][CH2:25][C:22]1[CH:23]=[CH:24][C:19]([O:18][CH2:17][CH2:16][O:15][CH3:14])=[C:20]([S:28]([NH2:29])(=[O:31])=[O:30])[CH:21]=1)=[O:8]. Given the reactants [Cl:1][C:2]1[CH:3]=[CH:4][C:5]([O:11][CH3:12])=[C:6]([CH:10]=1)[C:7](Cl)=[O:8].Cl.[CH3:14][O:15][CH2:16][CH2:17][O:18][C:19]1[CH:24]=[CH:23][C:22]([CH2:25][CH2:26][NH2:27])=[CH:21][C:20]=1[S:28](=[O:31])(=[O:30])[NH2:29].C(N(CC)CC)C.O, predict the reaction product. (4) Given the reactants C[O:2][C:3]([C:5]1[C:10]([Cl:11])=[CH:9][C:8](Br)=[CH:7][N:6]=1)=[O:4].[CH2:13]([O:16][CH:17]1[CH2:22][CH2:21][CH2:20][CH2:19][O:18]1)[C:14]#[CH:15], predict the reaction product. The product is: [Cl:11][C:10]1[C:5]([C:3]([OH:2])=[O:4])=[N:6][CH:7]=[C:8]([C:15]#[C:14][CH2:13][O:16][CH:17]2[CH2:22][CH2:21][CH2:20][CH2:19][O:18]2)[CH:9]=1. (5) Given the reactants [CH2:1]([O:3][CH2:4][CH2:5][CH2:6][C:7]([O:9]CC)=[O:8])[CH3:2].[OH-].[Na+], predict the reaction product. The product is: [CH2:1]([O:3][CH2:4][CH2:5][CH2:6][C:7]([OH:9])=[O:8])[CH3:2]. (6) Given the reactants [NH2:1][C:2]1[CH:7]=[CH:6][C:5]([S:8]([N:11]([CH2:16][C@H:17]2[O:21][C:20]([CH3:23])([CH3:22])[N:19]([C:24]([O:26][C@H:27]3[C@H:34]4[C@H:30]([O:31][CH2:32][CH2:33]4)[O:29][CH2:28]3)=[O:25])[C@H:18]2[CH2:35][C:36]2[CH:41]=[CH:40][C:39]([OH:42])=[CH:38][CH:37]=2)[CH2:12][CH:13]([CH3:15])[CH3:14])(=[O:10])=[O:9])=[CH:4][CH:3]=1.C(=O)([O-])[O-].[Cs+].[Cs+].Br[CH2:50][C:51]1[CH:52]=[C:53]([CH:56]=[CH:57][CH:58]=1)[C:54]#[N:55].CCOCC, predict the reaction product. The product is: [NH2:1][C:2]1[CH:7]=[CH:6][C:5]([S:8]([N:11]([CH2:16][C@H:17]2[O:21][C:20]([CH3:22])([CH3:23])[N:19]([C:24]([O:26][C@H:27]3[C@H:34]4[C@H:30]([O:31][CH2:32][CH2:33]4)[O:29][CH2:28]3)=[O:25])[C@H:18]2[CH2:35][C:36]2[CH:37]=[CH:38][C:39]([O:42][CH2:50][C:51]3[CH:58]=[CH:57][CH:56]=[C:53]([C:54]#[N:55])[CH:52]=3)=[CH:40][CH:41]=2)[CH2:12][CH:13]([CH3:15])[CH3:14])(=[O:9])=[O:10])=[CH:4][CH:3]=1. (7) Given the reactants B(Cl)(Cl)Cl.CN1C2[C:9](=[CH:10][CH:11]=CC=2)[CH:8]=[C:7]1[Si:15]([CH2:20][CH3:21])([CH2:18][CH3:19])[CH2:16][CH3:17].I[C:23]1[CH:28]=[CH:27][C:26](OC)=[CH:25][CH:24]=1.[C:31]([O-:34])([O-])=O.[Na+].[Na+], predict the reaction product. The product is: [CH2:18]([Si:15]([CH2:16][CH3:17])([CH2:20][CH3:21])[C:7]1[CH:8]=[CH:9][CH:10]=[C:11]([C:23]2[CH:28]=[CH:27][CH:26]=[CH:25][CH:24]=2)[C:31]=1[OH:34])[CH3:19].